From a dataset of NCI-60 drug combinations with 297,098 pairs across 59 cell lines. Regression. Given two drug SMILES strings and cell line genomic features, predict the synergy score measuring deviation from expected non-interaction effect. (1) Drug 1: CC1=CC2C(CCC3(C2CCC3(C(=O)C)OC(=O)C)C)C4(C1=CC(=O)CC4)C. Drug 2: CCC1(C2=C(COC1=O)C(=O)N3CC4=CC5=C(C=CC(=C5CN(C)C)O)N=C4C3=C2)O.Cl. Cell line: HCT-15. Synergy scores: CSS=14.0, Synergy_ZIP=-4.76, Synergy_Bliss=-1.36, Synergy_Loewe=-33.9, Synergy_HSA=-3.02. (2) Drug 1: CN1C2=C(C=C(C=C2)N(CCCl)CCCl)N=C1CCCC(=O)O.Cl. Drug 2: B(C(CC(C)C)NC(=O)C(CC1=CC=CC=C1)NC(=O)C2=NC=CN=C2)(O)O. Cell line: SK-MEL-5. Synergy scores: CSS=61.6, Synergy_ZIP=6.76, Synergy_Bliss=5.46, Synergy_Loewe=-18.2, Synergy_HSA=6.13. (3) Drug 1: C1=NC2=C(N1)C(=S)N=C(N2)N. Drug 2: C#CCC(CC1=CN=C2C(=N1)C(=NC(=N2)N)N)C3=CC=C(C=C3)C(=O)NC(CCC(=O)O)C(=O)O. Cell line: PC-3. Synergy scores: CSS=48.8, Synergy_ZIP=-10.2, Synergy_Bliss=-6.36, Synergy_Loewe=-41.2, Synergy_HSA=-4.29. (4) Drug 1: CC(C1=C(C=CC(=C1Cl)F)Cl)OC2=C(N=CC(=C2)C3=CN(N=C3)C4CCNCC4)N. Drug 2: C(CC(=O)O)C(=O)CN.Cl. Cell line: OVCAR-5. Synergy scores: CSS=16.4, Synergy_ZIP=-4.15, Synergy_Bliss=-1.10, Synergy_Loewe=-4.53, Synergy_HSA=-1.34.